From a dataset of Forward reaction prediction with 1.9M reactions from USPTO patents (1976-2016). Predict the product of the given reaction. (1) Given the reactants [H-].[Na+].[CH3:3][Si:4]([CH3:54])([CH3:53])[CH2:5][CH2:6][O:7][CH2:8][N:9]([CH2:45][O:46][CH2:47][CH2:48][Si:49]([CH3:52])([CH3:51])[CH3:50])[C:10]1[N:15]2[N:16]=[CH:17][C:18]([C:19]3[CH:20]=[N:21][C:22]4[C:27]([CH:28]=3)=[CH:26][C:25]([F:29])=[CH:24][CH:23]=4)=[C:14]2[N:13]=[C:12]([NH:30][CH:31]2[CH2:36][CH2:35][N:34]([C:37]([O:39][C:40]([CH3:43])([CH3:42])[CH3:41])=[O:38])[CH2:33][CH2:32]2)[C:11]=1[Br:44].[CH2:55](Br)[CH:56]=[CH2:57], predict the reaction product. The product is: [CH2:57]([N:30]([C:12]1[C:11]([Br:44])=[C:10]([N:9]([CH2:8][O:7][CH2:6][CH2:5][Si:4]([CH3:3])([CH3:53])[CH3:54])[CH2:45][O:46][CH2:47][CH2:48][Si:49]([CH3:51])([CH3:50])[CH3:52])[N:15]2[N:16]=[CH:17][C:18]([C:19]3[CH:20]=[N:21][C:22]4[C:27]([CH:28]=3)=[CH:26][C:25]([F:29])=[CH:24][CH:23]=4)=[C:14]2[N:13]=1)[CH:31]1[CH2:32][CH2:33][N:34]([C:37]([O:39][C:40]([CH3:43])([CH3:42])[CH3:41])=[O:38])[CH2:35][CH2:36]1)[CH:56]=[CH2:55]. (2) Given the reactants [C:1]([O:4][C@H:5]1[CH2:10][C@@H:9]([OH:11])[C@H:8]2[C@@H:6]1[C@:7]2([F:16])[C:12]([O:14][CH3:15])=[O:13])(=[O:3])[CH3:2].CC1(C)N([O])C(C)(C)CCC1.C(=O)([O-])O.[Na+].Cl[O-].[Na+], predict the reaction product. The product is: [C:1]([O:4][C@H:5]1[CH2:10][C:9](=[O:11])[C@H:8]2[C@@H:6]1[C@:7]2([F:16])[C:12]([O:14][CH3:15])=[O:13])(=[O:3])[CH3:2]. (3) Given the reactants Cl[C:2]1[N:3]=[C:4]([NH:11][C@H:12]([CH:16]([CH3:18])[CH3:17])[C:13]([NH2:15])=[O:14])[C:5]2[S:10][CH2:9][CH2:8][C:6]=2[N:7]=1.[Cl:19][C:20]1[CH:25]=[CH:24][C:23]([N:26]2[CH2:31][CH2:30][NH:29][CH2:28][CH2:27]2)=[CH:22][CH:21]=1.C(N(C(C)C)CC)(C)C.O, predict the reaction product. The product is: [Cl:19][C:20]1[CH:21]=[CH:22][C:23]([N:26]2[CH2:31][CH2:30][N:29]([C:2]3[N:3]=[C:4]([NH:11][C@H:12]([CH:16]([CH3:18])[CH3:17])[C:13]([NH2:15])=[O:14])[C:5]4[S:10][CH2:9][CH2:8][C:6]=4[N:7]=3)[CH2:28][CH2:27]2)=[CH:24][CH:25]=1. (4) Given the reactants Br[C:2]1[CH:11]=[CH:10][C:9]2[C:4](=[CH:5][CH:6]=[CH:7][CH:8]=2)[CH:3]=1.[F:12][C:13]1[CH:14]=[C:15](B(O)O)[CH:16]=[CH:17][C:18]=1[O:19][CH3:20], predict the reaction product. The product is: [F:12][C:13]1[CH:14]=[C:15]([C:2]2[CH:11]=[CH:10][C:9]3[C:4](=[CH:5][CH:6]=[CH:7][CH:8]=3)[CH:3]=2)[CH:16]=[CH:17][C:18]=1[O:19][CH3:20].